This data is from NCI-60 drug combinations with 297,098 pairs across 59 cell lines. The task is: Regression. Given two drug SMILES strings and cell line genomic features, predict the synergy score measuring deviation from expected non-interaction effect. (1) Drug 1: C1=CC=C(C=C1)NC(=O)CCCCCCC(=O)NO. Drug 2: COCCOC1=C(C=C2C(=C1)C(=NC=N2)NC3=CC=CC(=C3)C#C)OCCOC.Cl. Cell line: MCF7. Synergy scores: CSS=4.07, Synergy_ZIP=-3.24, Synergy_Bliss=0.430, Synergy_Loewe=-13.3, Synergy_HSA=-3.66. (2) Drug 2: CC1=C(C(=O)C2=C(C1=O)N3CC4C(C3(C2COC(=O)N)OC)N4)N. Drug 1: CC12CCC3C(C1CCC2NC(=O)OCC(F)(F)F)CCC4C3(C=CC(=O)N4C)C. Cell line: NCI-H460. Synergy scores: CSS=57.3, Synergy_ZIP=0.192, Synergy_Bliss=-1.69, Synergy_Loewe=-15.6, Synergy_HSA=-0.141. (3) Drug 1: C1C(C(OC1N2C=NC3=C(N=C(N=C32)Cl)N)CO)O. Drug 2: CN1C(=O)N2C=NC(=C2N=N1)C(=O)N. Cell line: M14. Synergy scores: CSS=42.8, Synergy_ZIP=-2.63, Synergy_Bliss=-2.53, Synergy_Loewe=-55.2, Synergy_HSA=-3.64. (4) Drug 1: CN(C)N=NC1=C(NC=N1)C(=O)N. Drug 2: C(CN)CNCCSP(=O)(O)O. Cell line: CAKI-1. Synergy scores: CSS=16.9, Synergy_ZIP=-6.72, Synergy_Bliss=-1.79, Synergy_Loewe=3.39, Synergy_HSA=3.45. (5) Drug 1: C1C(C(OC1N2C=C(C(=O)NC2=O)F)CO)O. Drug 2: CC1CCC2CC(C(=CC=CC=CC(CC(C(=O)C(C(C(=CC(C(=O)CC(OC(=O)C3CCCCN3C(=O)C(=O)C1(O2)O)C(C)CC4CCC(C(C4)OC)O)C)C)O)OC)C)C)C)OC. Cell line: IGROV1. Synergy scores: CSS=2.56, Synergy_ZIP=-0.677, Synergy_Bliss=1.41, Synergy_Loewe=-1.54, Synergy_HSA=-0.674. (6) Drug 1: C(=O)(N)NO. Drug 2: CCCCCOC(=O)NC1=NC(=O)N(C=C1F)C2C(C(C(O2)C)O)O. Cell line: HOP-92. Synergy scores: CSS=0.348, Synergy_ZIP=-1.03, Synergy_Bliss=-3.25, Synergy_Loewe=-2.77, Synergy_HSA=-2.78. (7) Drug 1: COC1=CC(=CC(=C1O)OC)C2C3C(COC3=O)C(C4=CC5=C(C=C24)OCO5)OC6C(C(C7C(O6)COC(O7)C8=CC=CS8)O)O. Drug 2: N.N.Cl[Pt+2]Cl. Cell line: MOLT-4. Synergy scores: CSS=45.9, Synergy_ZIP=-2.11, Synergy_Bliss=-4.80, Synergy_Loewe=-30.0, Synergy_HSA=-3.85. (8) Drug 1: CS(=O)(=O)C1=CC(=C(C=C1)C(=O)NC2=CC(=C(C=C2)Cl)C3=CC=CC=N3)Cl. Drug 2: CC1=CC=C(C=C1)C2=CC(=NN2C3=CC=C(C=C3)S(=O)(=O)N)C(F)(F)F. Cell line: MDA-MB-435. Synergy scores: CSS=-2.76, Synergy_ZIP=5.79, Synergy_Bliss=6.80, Synergy_Loewe=-0.0680, Synergy_HSA=-1.13.